From a dataset of Full USPTO retrosynthesis dataset with 1.9M reactions from patents (1976-2016). Predict the reactants needed to synthesize the given product. The reactants are: [C:1](CC(O)=O)#[N:2].C(O[C:11](=[O:13])[CH3:12])(=O)C.[CH3:14][NH:15][C:16]([NH:18][C:19]1[C:28]2[C:23](=[CH:24][CH:25]=[CH:26][CH:27]=2)[CH:22]=[CH:21][CH:20]=1)=[O:17]. Given the product [NH2:2][C:1]1[N:18]([C:19]2[C:28]3[C:23](=[CH:24][CH:25]=[CH:26][CH:27]=3)[CH:22]=[CH:21][CH:20]=2)[C:16](=[O:17])[N:15]([CH3:14])[C:11](=[O:13])[CH:12]=1, predict the reactants needed to synthesize it.